From a dataset of Forward reaction prediction with 1.9M reactions from USPTO patents (1976-2016). Predict the product of the given reaction. (1) Given the reactants [Cl:1][C:2]1[CH:7]=[CH:6][CH:5]=[C:4]([Cl:8])[C:3]=1[C:9]1[CH:14]=[C:13]([F:15])[CH:12]=[CH:11][C:10]=1[O:16][CH3:17].[Br:18]Br, predict the reaction product. The product is: [Br:18][C:11]1[C:10]([O:16][CH3:17])=[C:9]([C:3]2[C:2]([Cl:1])=[CH:7][CH:6]=[CH:5][C:4]=2[Cl:8])[CH:14]=[C:13]([F:15])[CH:12]=1. (2) Given the reactants [N+:1]([C:4]1[CH:5]=[C:6]2[C:10](=[CH:11][CH:12]=1)[NH:9][CH2:8][CH2:7]2)([O-:3])=[O:2].[Br:13]Br, predict the reaction product. The product is: [Br:13][C:11]1[CH:12]=[C:4]([N+:1]([O-:3])=[O:2])[CH:5]=[C:6]2[C:10]=1[NH:9][CH2:8][CH2:7]2.